From a dataset of HIV replication inhibition screening data with 41,000+ compounds from the AIDS Antiviral Screen. Binary Classification. Given a drug SMILES string, predict its activity (active/inactive) in a high-throughput screening assay against a specified biological target. (1) The compound is C=CCc1ccccc1C1CC2(C(=O)OC)OC1C(C(=O)OC)=C2C(=O)OC. The result is 1 (active). (2) The molecule is O=c1oc2c(cc1O)oc(=O)c1cc(O)c(O)c(O)c12. The result is 0 (inactive). (3) The molecule is Cc1ccc(O)c(Cc2cc(C)cc(Cc3cc(C)ccc3O)c2O)c1. The result is 0 (inactive). (4) The compound is NCCn1c(-c2ccccc2)nc2ccccc2c1=O. The result is 0 (inactive). (5) The drug is O=S(Nc1ccccc1)c1ccc(Cl)cc1. The result is 0 (inactive). (6) The compound is O=c1[nH]c(=O)n(C2CC(O)C(CO)O2)cc1OS(=O)(=O)C(F)(F)F. The result is 0 (inactive).